From a dataset of Full USPTO retrosynthesis dataset with 1.9M reactions from patents (1976-2016). Predict the reactants needed to synthesize the given product. (1) Given the product [Cl:14][C:11]1[CH:12]=[CH:13][C:8]([CH:7]([C:4]2[CH:3]=[CH:2][CH:1]=[CH:6][CH:5]=2)[N:15]2[CH2:16][CH2:17][NH:18][CH2:19][CH2:20]2)=[CH:9][CH:10]=1.[C:25]([OH:27])(=[O:26])[CH:24]([CH:24]([C:25]([OH:27])=[O:26])[OH:23])[OH:23], predict the reactants needed to synthesize it. The reactants are: [CH:1]1[CH:2]=[CH:3][C:4]([C@@H:7]([N:15]2[CH2:20][CH2:19][N:18](CC[O:23][CH2:24][C:25]([OH:27])=[O:26])[CH2:17][CH2:16]2)[C:8]2[CH:9]=[CH:10][C:11]([Cl:14])=[CH:12][CH:13]=2)=[CH:5][CH:6]=1. (2) Given the product [N:16]1([C:21]2[CH:22]=[CH:23][C:24]([CH2:27][N:28]([C:29]3[CH:30]=[CH:31][C:32]([CH:35]([CH3:37])[CH3:36])=[CH:33][CH:34]=3)[C:13]([CH:10]3[C:11]4[C:6](=[CH:5][CH:4]=[C:3]([O:2][CH3:1])[CH:12]=4)[CH2:7][CH2:8][CH2:9]3)=[O:15])=[CH:25][CH:26]=2)[CH:20]=[CH:19][N:18]=[CH:17]1, predict the reactants needed to synthesize it. The reactants are: [CH3:1][O:2][C:3]1[CH:12]=[C:11]2[C:6]([CH2:7][CH2:8][CH2:9][CH:10]2[C:13]([OH:15])=O)=[CH:5][CH:4]=1.[N:16]1([C:21]2[CH:26]=[CH:25][C:24]([CH2:27][NH:28][C:29]3[CH:34]=[CH:33][C:32]([CH:35]([CH3:37])[CH3:36])=[CH:31][CH:30]=3)=[CH:23][CH:22]=2)[CH:20]=[CH:19][N:18]=[CH:17]1.